Dataset: Catalyst prediction with 721,799 reactions and 888 catalyst types from USPTO. Task: Predict which catalyst facilitates the given reaction. (1) Reactant: [NH2:1][C:2]1[C:7]([C:8]#[N:9])=[C:6]([C:10]2[CH:15]=[CH:14][C:13]([O:16][CH2:17][CH2:18][OH:19])=[CH:12][CH:11]=2)[C:5]([C:20]#[N:21])=[C:4]([S:22][CH2:23][C:24]2[N:25]=[C:26]([C:29]3[CH:34]=[CH:33][C:32]([Cl:35])=[CH:31][CH:30]=3)[S:27][CH:28]=2)[N:3]=1.C(OC([NH:43][C@H:44]([C:58](O)=[O:59])[CH2:45][C:46]1[N:50]=[CH:49][N:48](C(OC(C)(C)C)=O)[CH:47]=1)=O)(C)(C)C.[ClH:61].CN(C)CCCN=C=NCC.CN(C=O)C. Product: [ClH:35].[ClH:61].[NH2:43][C@H:44]([C:58]([O:19][CH2:18][CH2:17][O:16][C:13]1[CH:12]=[CH:11][C:10]([C:6]2[C:5]([C:20]#[N:21])=[C:4]([S:22][CH2:23][C:24]3[N:25]=[C:26]([C:29]4[CH:30]=[CH:31][C:32]([Cl:35])=[CH:33][CH:34]=4)[S:27][CH:28]=3)[N:3]=[C:2]([NH2:1])[C:7]=2[C:8]#[N:9])=[CH:15][CH:14]=1)=[O:59])[CH2:45][C:46]1[N:50]=[CH:49][NH:48][CH:47]=1. The catalyst class is: 119. (2) Reactant: [C:1]([C:3]1[O:4][C:5]2[C:11]([C:12]3[CH:35]=[CH:34][C:15]([O:16][CH2:17][C:18]4[CH:19]=[C:20]([CH:31]=[CH:32][CH:33]=4)[C:21]([N:23]4[CH2:30][CH2:29][CH2:28][C@H:24]4[C:25]([OH:27])=[O:26])=[O:22])=[CH:14][CH:13]=3)=[CH:10][C:9]([F:36])=[C:8]([F:37])[C:6]=2[CH:7]=1)#[N:2].Cl.[NH2:39][OH:40].C(N(CC)CC)C. Product: [NH2:2][C:1](=[N:39][OH:40])[C:3]1[O:4][C:5]2[C:11]([C:12]3[CH:13]=[CH:14][C:15]([O:16][CH2:17][C:18]4[CH:19]=[C:20]([CH:31]=[CH:32][CH:33]=4)[C:21]([N:23]4[CH2:30][CH2:29][CH2:28][C@H:24]4[C:25]([OH:27])=[O:26])=[O:22])=[CH:34][CH:35]=3)=[CH:10][C:9]([F:36])=[C:8]([F:37])[C:6]=2[CH:7]=1. The catalyst class is: 8.